This data is from Reaction yield outcomes from USPTO patents with 853,638 reactions. The task is: Predict the reaction yield, written as a fraction of the theoretical maximum amount of product (1.0 means a 100% yield; for example, 0.34 means a 34% yield). (1) The reactants are C1C=C[NH+]=CC=1.C1C=C[NH+]=CC=1.[O-][Cr](O[Cr]([O-])(=O)=O)(=O)=O.[CH3:22][O:23][CH:24]1[O:29][CH2:28][CH:27]([OH:30])[CH2:26][CH2:25]1. The catalyst is C(Cl)Cl. The product is [CH3:22][O:23][CH:24]1[O:29][CH2:28][C:27](=[O:30])[CH2:26][CH2:25]1. The yield is 0.250. (2) The reactants are [CH:1]([C:3]1[CH:4]=[C:5]([CH:13]=[C:14]([C:16]([F:19])([F:18])[F:17])[CH:15]=1)[C:6]([O:8][C:9]([CH3:12])([CH3:11])[CH3:10])=[O:7])=O.C1(C)C=CC(S([CH2:29][N+:30]#[C-:31])(=O)=O)=CC=1.[C-]#N.[Na+].O1CC[N:38]=[CH:37]1.CO. The catalyst is C(O)C.CN. The product is [CH3:29][N:30]1[CH:31]=[C:1]([C:3]2[CH:4]=[C:5]([CH:13]=[C:14]([C:16]([F:19])([F:18])[F:17])[CH:15]=2)[C:6]([O:8][C:9]([CH3:12])([CH3:11])[CH3:10])=[O:7])[N:38]=[CH:37]1. The yield is 0.0550.